This data is from Full USPTO retrosynthesis dataset with 1.9M reactions from patents (1976-2016). The task is: Predict the reactants needed to synthesize the given product. (1) Given the product [C:21](=[O:22])([O:23][CH3:24])[O:12][C:3]1[CH:4]=[CH:5][C:6]([C:8]([CH3:9])([CH3:11])[CH3:10])=[CH:7][C:2]=1[Br:1], predict the reactants needed to synthesize it. The reactants are: [Br:1][C:2]1[CH:7]=[C:6]([C:8]([CH3:11])([CH3:10])[CH3:9])[CH:5]=[CH:4][C:3]=1[OH:12].C(N(CC)CC)C.Cl[C:21]([O:23][CH3:24])=[O:22]. (2) Given the product [Cl:1][C:2]1[CH:3]=[C:4]2[NH:22][C:21]([O:23][C@H:24]3[C@H:28]4[O:29][CH2:30][CH:31]([CH2:32][C:33]([OH:35])=[O:34])[C@H:27]4[O:26][CH2:25]3)=[N:20][C:5]2=[N:6][C:7]=1[C:8]1[CH:13]=[CH:12][C:11]([C:14]2[CH:15]=[CH:16][CH:17]=[CH:18][CH:19]=2)=[CH:10][CH:9]=1, predict the reactants needed to synthesize it. The reactants are: [Cl:1][C:2]1[CH:3]=[C:4]2[NH:22][C:21]([O:23][C@H:24]3[C@H:28]4[O:29][CH2:30][CH:31]([CH2:32][C:33]([O:35]CC)=[O:34])[C@H:27]4[O:26][CH2:25]3)=[N:20][C:5]2=[N:6][C:7]=1[C:8]1[CH:13]=[CH:12][C:11]([C:14]2[CH:19]=[CH:18][CH:17]=[CH:16][CH:15]=2)=[CH:10][CH:9]=1.[OH-].[Na+]. (3) Given the product [F:1][C:2]1[CH:32]=[CH:31][C:5]([CH2:6][N:7]2[C:11]3[CH:12]=[N:13][C:14]4[C:15](=[O:29])[N:16]([O:20][CH2:21][O:22][CH2:23][CH2:24][Si:25]([CH3:28])([CH3:27])[CH3:26])[CH2:17][CH2:18][C:19]=4[C:10]=3[C:9](/[CH:38]=[CH:39]\[O:40][CH2:41][CH3:42])=[CH:8]2)=[CH:4][CH:3]=1, predict the reactants needed to synthesize it. The reactants are: [F:1][C:2]1[CH:32]=[CH:31][C:5]([CH2:6][N:7]2[C:11]3[CH:12]=[N:13][C:14]4[C:15](=[O:29])[N:16]([O:20][CH2:21][O:22][CH2:23][CH2:24][Si:25]([CH3:28])([CH3:27])[CH3:26])[CH2:17][CH2:18][C:19]=4[C:10]=3[C:9](Br)=[CH:8]2)=[CH:4][CH:3]=1.C([Sn](CCCC)(CCCC)/[CH:38]=[CH:39]\[O:40][CH2:41][CH3:42])CCC.[Li+].[Cl-]. (4) Given the product [CH3:25][S:26]([O:1][CH2:2][CH2:3][CH2:4][CH2:5][O:6][C:7]1[CH:8]=[CH:9][C:10]2[CH2:11][CH2:12][C:13](=[O:17])[NH:14][C:15]=2[N:16]=1)(=[O:28])=[O:27], predict the reactants needed to synthesize it. The reactants are: [OH:1][CH2:2][CH2:3][CH2:4][CH2:5][O:6][C:7]1[N:16]=[C:15]2[C:10]([CH2:11][CH2:12][C:13](=[O:17])[NH:14]2)=[CH:9][CH:8]=1.C(N(CC)CC)C.[CH3:25][S:26](Cl)(=[O:28])=[O:27].O. (5) Given the product [CH3:32][C:33]1[N:17]([CH2:18][CH2:19][O:20][CH2:21][CH2:22][CH2:23][C:24]2[CH:25]=[N:26][CH:27]=[CH:28][CH:29]=2)[C:3]2[C:2]([CH3:1])=[C:7]([CH3:8])[N:6]=[C:5]([O:9][C:10]3[CH:11]=[CH:12][CH:13]=[CH:14][CH:15]=3)[C:4]=2[N:16]=1, predict the reactants needed to synthesize it. The reactants are: [CH3:1][C:2]1[C:3]([NH:17][CH2:18][CH2:19][O:20][CH2:21][CH2:22][CH2:23][C:24]2[CH:25]=[N:26][CH:27]=[CH:28][CH:29]=2)=[C:4]([NH2:16])[C:5]([O:9][C:10]2[CH:15]=[CH:14][CH:13]=[CH:12][CH:11]=2)=[N:6][C:7]=1[CH3:8].Cl.N1C=CC=[CH:33][CH:32]=1.C(OCC)(OCC)(OCC)C.